From a dataset of Full USPTO retrosynthesis dataset with 1.9M reactions from patents (1976-2016). Predict the reactants needed to synthesize the given product. (1) Given the product [C:19]([NH:29][CH2:30][C:31](=[O:37])[CH2:32][CH2:33][C:34]([O:36][CH2:2][CH2:3][CH2:4][CH2:5][CH2:6][CH2:7][CH2:8][C:9]([O:11][CH2:12][C:13]1[CH:18]=[CH:17][CH:16]=[CH:15][CH:14]=1)=[O:10])=[O:35])([O:21][CH2:22][C:23]1[CH:28]=[CH:27][CH:26]=[CH:25][CH:24]=1)=[O:20], predict the reactants needed to synthesize it. The reactants are: Br[CH2:2][CH2:3][CH2:4][CH2:5][CH2:6][CH2:7][CH2:8][C:9]([O:11][CH2:12][C:13]1[CH:18]=[CH:17][CH:16]=[CH:15][CH:14]=1)=[O:10].[C:19]([NH:29][CH2:30][C:31](=[O:37])[CH2:32][CH2:33][C:34]([O-:36])=[O:35])([O:21][CH2:22][C:23]1[CH:28]=[CH:27][CH:26]=[CH:25][CH:24]=1)=[O:20].[Cs+]. (2) Given the product [F:38][C:2]1([F:1])[CH2:7][CH2:6][NH:5][CH2:4][CH:3]1[CH2:15][NH:16][C:17]1[C:26]2[C:21](=[N:22][CH:23]=[CH:24][N:25]=2)[CH:20]=[C:19]([C:27]2[CH:32]=[CH:31][C:30]([N:33]([CH3:34])[CH2:35][CH2:36][OH:37])=[CH:29][CH:28]=2)[N:18]=1, predict the reactants needed to synthesize it. The reactants are: [F:1][C:2]1([F:38])[CH2:7][CH2:6][N:5](C(OC(C)(C)C)=O)[CH2:4][CH:3]1[CH2:15][NH:16][C:17]1[C:26]2[C:21](=[N:22][CH:23]=[CH:24][N:25]=2)[CH:20]=[C:19]([C:27]2[CH:32]=[CH:31][C:30]([N:33]([CH2:35][CH2:36][OH:37])[CH3:34])=[CH:29][CH:28]=2)[N:18]=1.Cl.CC(=O)OCC.